This data is from NCI-60 drug combinations with 297,098 pairs across 59 cell lines. The task is: Regression. Given two drug SMILES strings and cell line genomic features, predict the synergy score measuring deviation from expected non-interaction effect. (1) Drug 2: C1=C(C(=O)NC(=O)N1)F. Synergy scores: CSS=58.2, Synergy_ZIP=-5.59, Synergy_Bliss=-8.07, Synergy_Loewe=-4.64, Synergy_HSA=-2.01. Cell line: HCT-15. Drug 1: CC1OCC2C(O1)C(C(C(O2)OC3C4COC(=O)C4C(C5=CC6=C(C=C35)OCO6)C7=CC(=C(C(=C7)OC)O)OC)O)O. (2) Drug 1: CC1OCC2C(O1)C(C(C(O2)OC3C4COC(=O)C4C(C5=CC6=C(C=C35)OCO6)C7=CC(=C(C(=C7)OC)O)OC)O)O. Drug 2: CC1CCC2CC(C(=CC=CC=CC(CC(C(=O)C(C(C(=CC(C(=O)CC(OC(=O)C3CCCCN3C(=O)C(=O)C1(O2)O)C(C)CC4CCC(C(C4)OC)OCCO)C)C)O)OC)C)C)C)OC. Cell line: HCC-2998. Synergy scores: CSS=21.8, Synergy_ZIP=-2.25, Synergy_Bliss=0.857, Synergy_Loewe=2.38, Synergy_HSA=3.41. (3) Drug 1: CC(CN1CC(=O)NC(=O)C1)N2CC(=O)NC(=O)C2. Drug 2: C(=O)(N)NO. Cell line: MOLT-4. Synergy scores: CSS=48.7, Synergy_ZIP=-2.50, Synergy_Bliss=-2.59, Synergy_Loewe=-14.9, Synergy_HSA=-1.65.